Dataset: NCI-60 drug combinations with 297,098 pairs across 59 cell lines. Task: Regression. Given two drug SMILES strings and cell line genomic features, predict the synergy score measuring deviation from expected non-interaction effect. (1) Drug 1: CC1=C2C(C(=O)C3(C(CC4C(C3C(C(C2(C)C)(CC1OC(=O)C(C(C5=CC=CC=C5)NC(=O)C6=CC=CC=C6)O)O)OC(=O)C7=CC=CC=C7)(CO4)OC(=O)C)O)C)OC(=O)C. Drug 2: CC1=C2C(C(=O)C3(C(CC4C(C3C(C(C2(C)C)(CC1OC(=O)C(C(C5=CC=CC=C5)NC(=O)OC(C)(C)C)O)O)OC(=O)C6=CC=CC=C6)(CO4)OC(=O)C)O)C)O. Cell line: HCC-2998. Synergy scores: CSS=57.0, Synergy_ZIP=-5.74, Synergy_Bliss=-9.83, Synergy_Loewe=-4.92, Synergy_HSA=-4.17. (2) Drug 1: CN1CCC(CC1)COC2=C(C=C3C(=C2)N=CN=C3NC4=C(C=C(C=C4)Br)F)OC. Drug 2: CCC1(CC2CC(C3=C(CCN(C2)C1)C4=CC=CC=C4N3)(C5=C(C=C6C(=C5)C78CCN9C7C(C=CC9)(C(C(C8N6C=O)(C(=O)OC)O)OC(=O)C)CC)OC)C(=O)OC)O.OS(=O)(=O)O. Cell line: SNB-75. Synergy scores: CSS=18.2, Synergy_ZIP=-0.246, Synergy_Bliss=5.73, Synergy_Loewe=0.322, Synergy_HSA=6.51.